Dataset: Full USPTO retrosynthesis dataset with 1.9M reactions from patents (1976-2016). Task: Predict the reactants needed to synthesize the given product. (1) Given the product [NH2:8][C:16]1[N:17]=[CH:18][C:19]([C:33]2[CH2:42][CH2:41][C:36](=[O:37])[CH2:35][CH:34]=2)=[N:20][C:21]=1[C:22]1[O:23][C:24]([C:27]2[CH:32]=[CH:31][CH:30]=[CH:29][CH:28]=2)=[N:25][N:26]=1, predict the reactants needed to synthesize it. The reactants are: C(OC([N:8]([C:16]1[C:21]([C:22]2[O:23][C:24]([C:27]3[CH:32]=[CH:31][CH:30]=[CH:29][CH:28]=3)=[N:25][N:26]=2)=[N:20][C:19]([C:33]2[CH2:42][CH2:41][C:36]3(OCC[O:37]3)[CH2:35][CH:34]=2)=[CH:18][N:17]=1)C(=O)OC(C)(C)C)=O)(C)(C)C.CC(O)=O.O.[OH-].[Na+]. (2) Given the product [CH3:1][N:18]1[C:13]2[CH:12]=[CH:11][C:10]([CH3:9])=[CH:25][C:14]=2[S:15](=[O:23])(=[O:24])[C:16]([C:19]([O:21][CH3:22])=[O:20])=[N:17]1, predict the reactants needed to synthesize it. The reactants are: [C:1](=O)([O-])[O-].[K+].[K+].IC.[CH3:9][C:10]1[CH:11]=[CH:12][C:13]2[NH:18][N:17]=[C:16]([C:19]([O:21][CH3:22])=[O:20])[S:15](=[O:24])(=[O:23])[C:14]=2[CH:25]=1.C(Cl)Cl. (3) The reactants are: [NH2:1][C:2]1[CH:3]=[C:4]([CH:7]=[CH:8][C:9]=1[OH:10])[C:5]#[N:6].C(O[C:14]([S-])=[S:15])C.[K+].Cl. Given the product [S:15]=[C:14]1[NH:1][C:2]2[CH:3]=[C:4]([C:5]#[N:6])[CH:7]=[CH:8][C:9]=2[O:10]1, predict the reactants needed to synthesize it. (4) Given the product [NH2:32][C:30]1[CH:29]=[CH:28][C:3]([O:4][C:5]2[CH:10]=[CH:9][N:8]=[CH:7][C:6]=2[C:11]#[C:12][CH2:13][NH:14][C:15]([N:17]2[CH2:21][CH2:20][CH2:19][C@H:18]2[CH2:22][N:23]2[CH2:24][CH2:25][CH2:26][CH2:27]2)=[O:16])=[C:2]([F:1])[CH:31]=1, predict the reactants needed to synthesize it. The reactants are: [F:1][C:2]1[CH:31]=[C:30]([N+:32]([O-])=O)[CH:29]=[CH:28][C:3]=1[O:4][C:5]1[CH:10]=[CH:9][N:8]=[CH:7][C:6]=1[C:11]#[C:12][CH2:13][NH:14][C:15]([N:17]1[CH2:21][CH2:20][CH2:19][C@H:18]1[CH2:22][N:23]1[CH2:27][CH2:26][CH2:25][CH2:24]1)=[O:16].[NH4+].[Cl-].